From a dataset of Reaction yield outcomes from USPTO patents with 853,638 reactions. Predict the reaction yield, written as a fraction of the theoretical maximum amount of product (1.0 means a 100% yield; for example, 0.34 means a 34% yield). (1) The reactants are [CH3:1][O:2][C:3](=[O:44])[C@H:4]1[O:31][CH:8]([O:9][C:10]2[CH:15]=[CH:14][C:13]([CH2:16][CH2:17][CH2:18][CH2:19][NH:20]C(OCC3C=CC=CC=3)=O)=[CH:12][CH:11]=2)[C@H:7]([O:32][C:33](=[O:35])[CH3:34])[C@@H:6]([O:36][C:37](=[O:39])[CH3:38])[C@@H:5]1[O:40][C:41](=[O:43])[CH3:42]. The catalyst is CO.[Pd]. The product is [CH3:1][O:2][C:3](=[O:44])[C@H:4]1[O:31][CH:8]([O:9][C:10]2[CH:11]=[CH:12][C:13]([CH2:16][CH2:17][CH2:18][CH2:19][NH2:20])=[CH:14][CH:15]=2)[C@H:7]([O:32][C:33](=[O:35])[CH3:34])[C@@H:6]([O:36][C:37](=[O:39])[CH3:38])[C@@H:5]1[O:40][C:41](=[O:43])[CH3:42]. The yield is 0.840. (2) The reactants are [C:1]([O:7][CH2:8][CH:9]=[CH2:10])(=[O:6])[CH2:2][C:3]([CH3:5])=O.[Cl:11][C:12]1[CH:19]=[CH:18][CH:17]=[CH:16][C:13]=1[CH:14]=O.[NH4+:20].[OH-:21]. The catalyst is CCO. The product is [Cl:11][C:12]1[CH:19]=[CH:18][CH:17]=[CH:16][C:13]=1[CH:14]1[C:2]([C:1]([O:7][CH2:8][CH:9]=[CH2:10])=[O:6])=[C:3]([CH3:5])[NH:20][C:3]([CH3:5])=[C:2]1[C:1]([O:7][CH2:8][CH:9]=[CH2:10])=[O:21]. The yield is 0.200. (3) The reactants are [F:1][CH:2]([F:35])[C:3]1[N:7]([C:8]2[N:13]=[C:12]3[N:14]([CH:17]4[CH2:22][CH2:21][NH:20][CH2:19][CH2:18]4)[N:15]=[CH:16][C:11]3=[C:10]([N:23]3[CH2:28][CH2:27][O:26][CH2:25][CH2:24]3)[N:9]=2)[C:6]2[CH:29]=[CH:30][CH:31]=[C:32]([O:33][CH3:34])[C:5]=2[N:4]=1.CCN(C(C)C)C(C)C.Cl[CH2:46][CH2:47][S:48](Cl)(=[O:50])=[O:49].O. The catalyst is C(Cl)Cl. The product is [F:35][CH:2]([F:1])[C:3]1[N:7]([C:8]2[N:13]=[C:12]3[N:14]([CH:17]4[CH2:22][CH2:21][N:20]([S:48]([CH:47]=[CH2:46])(=[O:50])=[O:49])[CH2:19][CH2:18]4)[N:15]=[CH:16][C:11]3=[C:10]([N:23]3[CH2:24][CH2:25][O:26][CH2:27][CH2:28]3)[N:9]=2)[C:6]2[CH:29]=[CH:30][CH:31]=[C:32]([O:33][CH3:34])[C:5]=2[N:4]=1. The yield is 0.450. (4) The reactants are [C:1]1([CH2:9][OH:10])[CH:6]=[CH:5][C:4]([CH2:7][OH:8])=[CH:3][CH:2]=1.F[C:12]1[CH:17]=[CH:16][CH:15]=[CH:14][N:13]=1.CN(C)C=O.[H-].[Na+]. The catalyst is O. The product is [N:13]1[CH:14]=[CH:15][CH:16]=[CH:17][C:12]=1[O:8][CH2:7][C:4]1[CH:5]=[CH:6][C:1]([CH2:9][OH:10])=[CH:2][CH:3]=1. The yield is 0.660. (5) The reactants are [CH:1]1[N:9]2[C:4]([C:5]3([CH2:18][CH2:17][NH:16][CH2:15][CH2:14]3)[O:6][C:7]3[CH:13]=[CH:12][CH:11]=[CH:10][C:8]=32)=[CH:3][CH:2]=1.[F:19][C:20]1[CH:28]=[CH:27][C:23]([C:24](O)=[O:25])=[CH:22][C:21]=1[S:29]([CH3:32])(=[O:31])=[O:30].C(N(CC)CC)C.C(Cl)CCl. The catalyst is ClCCl. The product is [F:19][C:20]1[CH:28]=[CH:27][C:23]([C:24]([N:16]2[CH2:17][CH2:18][C:5]3([C:4]4=[CH:3][CH:2]=[CH:1][N:9]4[C:8]4[CH:10]=[CH:11][CH:12]=[CH:13][C:7]=4[O:6]3)[CH2:14][CH2:15]2)=[O:25])=[CH:22][C:21]=1[S:29]([CH3:32])(=[O:30])=[O:31]. The yield is 0.540. (6) The reactants are [OH:1][C:2]1[CH:11]=[CH:10][C:5]([C:6]([O:8][CH3:9])=[O:7])=[CH:4][CH:3]=1.[C:12]([N:19]1[CH2:25][CH2:24][CH2:23][C@H:20]1[CH2:21]O)([O:14][C:15]([CH3:18])([CH3:17])[CH3:16])=[O:13].C1C=CC(P(C2C=CC=CC=2)C2C=CC=CC=2)=CC=1.CC(OC(/N=N/C(OC(C)C)=O)=O)C. The catalyst is C1COCC1. The product is [C:15]([O:14][C:12]([N:19]1[CH2:25][CH2:24][CH2:23][C@H:20]1[CH2:21][O:1][C:2]1[CH:3]=[CH:4][C:5]([C:6]([O:8][CH3:9])=[O:7])=[CH:10][CH:11]=1)=[O:13])([CH3:18])([CH3:16])[CH3:17]. The yield is 0.770. (7) The reactants are [Cl:1][C:2]1[CH:7]=[C:6]([C:8]#[N:9])[C:5]([O:10][CH3:11])=[CH:4][C:3]=1[NH:12][C@H:13]1[CH2:18][CH2:17][C@H:16]([NH:19]C(=O)OC(C)(C)C)[CH2:15][CH2:14]1.Cl.O1CCOCC1. The catalyst is C(Cl)Cl. The product is [NH2:19][C@H:16]1[CH2:17][CH2:18][C@H:13]([NH:12][C:3]2[C:2]([Cl:1])=[CH:7][C:6]([C:8]#[N:9])=[C:5]([O:10][CH3:11])[CH:4]=2)[CH2:14][CH2:15]1. The yield is 0.990. (8) The reactants are [CH3:1][O:2][C:3]1[C:4]([CH3:32])=[C:5]([C:23]([O:30][CH3:31])=[C:24]([O:28][CH3:29])[C:25]=1[O:26][CH3:27])[CH2:6][C:7]1[CH:16]=[CH:15][C:10]([C:11]([O:13]C)=[O:12])=[C:9]([C:17]2[CH:22]=[CH:21][CH:20]=[CH:19][CH:18]=2)[CH:8]=1. The catalyst is [OH-].[Na+].O1CCOCC1.O. The product is [CH3:1][O:2][C:3]1[C:4]([CH3:32])=[C:5]([C:23]([O:30][CH3:31])=[C:24]([O:28][CH3:29])[C:25]=1[O:26][CH3:27])[CH2:6][C:7]1[CH:16]=[CH:15][C:10]([C:11]([OH:13])=[O:12])=[C:9]([C:17]2[CH:22]=[CH:21][CH:20]=[CH:19][CH:18]=2)[CH:8]=1. The yield is 0.930.